This data is from NCI-60 drug combinations with 297,098 pairs across 59 cell lines. The task is: Regression. Given two drug SMILES strings and cell line genomic features, predict the synergy score measuring deviation from expected non-interaction effect. (1) Drug 1: C1CCC(C1)C(CC#N)N2C=C(C=N2)C3=C4C=CNC4=NC=N3. Drug 2: CC(C)CN1C=NC2=C1C3=CC=CC=C3N=C2N. Cell line: SF-268. Synergy scores: CSS=-9.12, Synergy_ZIP=2.75, Synergy_Bliss=-0.483, Synergy_Loewe=-4.33, Synergy_HSA=-5.52. (2) Drug 1: CNC(=O)C1=NC=CC(=C1)OC2=CC=C(C=C2)NC(=O)NC3=CC(=C(C=C3)Cl)C(F)(F)F. Drug 2: C(CN)CNCCSP(=O)(O)O. Cell line: HT29. Synergy scores: CSS=0.774, Synergy_ZIP=4.79, Synergy_Bliss=9.54, Synergy_Loewe=7.28, Synergy_HSA=4.21. (3) Drug 2: CCN(CC)CCCC(C)NC1=C2C=C(C=CC2=NC3=C1C=CC(=C3)Cl)OC. Drug 1: CC1CCC2CC(C(=CC=CC=CC(CC(C(=O)C(C(C(=CC(C(=O)CC(OC(=O)C3CCCCN3C(=O)C(=O)C1(O2)O)C(C)CC4CCC(C(C4)OC)OCCO)C)C)O)OC)C)C)C)OC. Synergy scores: CSS=17.2, Synergy_ZIP=-7.87, Synergy_Bliss=-6.91, Synergy_Loewe=-33.4, Synergy_HSA=-3.63. Cell line: M14. (4) Drug 1: C1C(C(OC1N2C=NC(=NC2=O)N)CO)O. Drug 2: B(C(CC(C)C)NC(=O)C(CC1=CC=CC=C1)NC(=O)C2=NC=CN=C2)(O)O. Cell line: MOLT-4. Synergy scores: CSS=88.1, Synergy_ZIP=1.60, Synergy_Bliss=0.825, Synergy_Loewe=3.80, Synergy_HSA=5.68. (5) Drug 1: C1=CC(=C2C(=C1NCCNCCO)C(=O)C3=C(C=CC(=C3C2=O)O)O)NCCNCCO. Drug 2: C#CCC(CC1=CN=C2C(=N1)C(=NC(=N2)N)N)C3=CC=C(C=C3)C(=O)NC(CCC(=O)O)C(=O)O. Cell line: SR. Synergy scores: CSS=45.4, Synergy_ZIP=-3.61, Synergy_Bliss=-8.79, Synergy_Loewe=-8.55, Synergy_HSA=-7.12. (6) Drug 1: CC(C)(C#N)C1=CC(=CC(=C1)CN2C=NC=N2)C(C)(C)C#N. Drug 2: CN(CC1=CN=C2C(=N1)C(=NC(=N2)N)N)C3=CC=C(C=C3)C(=O)NC(CCC(=O)O)C(=O)O. Cell line: NCI/ADR-RES. Synergy scores: CSS=10.1, Synergy_ZIP=5.62, Synergy_Bliss=10.7, Synergy_Loewe=-0.514, Synergy_HSA=2.78. (7) Drug 1: C1=CC(=C2C(=C1NCCNCCO)C(=O)C3=C(C=CC(=C3C2=O)O)O)NCCNCCO. Drug 2: C1CNP(=O)(OC1)N(CCCl)CCCl. Cell line: BT-549. Synergy scores: CSS=40.3, Synergy_ZIP=6.85, Synergy_Bliss=7.53, Synergy_Loewe=-27.3, Synergy_HSA=7.56. (8) Drug 1: CC1=CC2C(CCC3(C2CCC3(C(=O)C)OC(=O)C)C)C4(C1=CC(=O)CC4)C. Drug 2: CC(C)NC(=O)C1=CC=C(C=C1)CNNC.Cl. Cell line: CCRF-CEM. Synergy scores: CSS=2.38, Synergy_ZIP=0.719, Synergy_Bliss=4.83, Synergy_Loewe=-1.26, Synergy_HSA=-1.77. (9) Drug 1: CC12CCC3C(C1CCC2=O)CC(=C)C4=CC(=O)C=CC34C. Cell line: TK-10. Drug 2: CC1=C(N=C(N=C1N)C(CC(=O)N)NCC(C(=O)N)N)C(=O)NC(C(C2=CN=CN2)OC3C(C(C(C(O3)CO)O)O)OC4C(C(C(C(O4)CO)O)OC(=O)N)O)C(=O)NC(C)C(C(C)C(=O)NC(C(C)O)C(=O)NCCC5=NC(=CS5)C6=NC(=CS6)C(=O)NCCC[S+](C)C)O. Synergy scores: CSS=44.1, Synergy_ZIP=-0.540, Synergy_Bliss=2.03, Synergy_Loewe=-0.498, Synergy_HSA=1.19. (10) Drug 1: CN(C)C1=NC(=NC(=N1)N(C)C)N(C)C. Drug 2: CCCS(=O)(=O)NC1=C(C(=C(C=C1)F)C(=O)C2=CNC3=C2C=C(C=N3)C4=CC=C(C=C4)Cl)F. Cell line: HCT116. Synergy scores: CSS=0.748, Synergy_ZIP=3.44, Synergy_Bliss=4.24, Synergy_Loewe=3.36, Synergy_HSA=1.65.